This data is from NCI-60 drug combinations with 297,098 pairs across 59 cell lines. The task is: Regression. Given two drug SMILES strings and cell line genomic features, predict the synergy score measuring deviation from expected non-interaction effect. (1) Drug 1: COC1=C(C=C2C(=C1)N=CN=C2NC3=CC(=C(C=C3)F)Cl)OCCCN4CCOCC4. Drug 2: CC1=C2C(C(=O)C3(C(CC4C(C3C(C(C2(C)C)(CC1OC(=O)C(C(C5=CC=CC=C5)NC(=O)OC(C)(C)C)O)O)OC(=O)C6=CC=CC=C6)(CO4)OC(=O)C)O)C)O. Cell line: A549. Synergy scores: CSS=63.0, Synergy_ZIP=6.29, Synergy_Bliss=4.40, Synergy_Loewe=7.84, Synergy_HSA=10.2. (2) Drug 1: CNC(=O)C1=CC=CC=C1SC2=CC3=C(C=C2)C(=NN3)C=CC4=CC=CC=N4. Drug 2: CC1CCC2CC(C(=CC=CC=CC(CC(C(=O)C(C(C(=CC(C(=O)CC(OC(=O)C3CCCCN3C(=O)C(=O)C1(O2)O)C(C)CC4CCC(C(C4)OC)OCCO)C)C)O)OC)C)C)C)OC. Cell line: NCI-H460. Synergy scores: CSS=5.55, Synergy_ZIP=4.60, Synergy_Bliss=0.998, Synergy_Loewe=7.45, Synergy_HSA=2.44. (3) Drug 1: CC(C1=C(C=CC(=C1Cl)F)Cl)OC2=C(N=CC(=C2)C3=CN(N=C3)C4CCNCC4)N. Drug 2: COC1=NC(=NC2=C1N=CN2C3C(C(C(O3)CO)O)O)N. Cell line: BT-549. Synergy scores: CSS=-2.65, Synergy_ZIP=5.31, Synergy_Bliss=5.78, Synergy_Loewe=1.63, Synergy_HSA=1.16. (4) Drug 1: CNC(=O)C1=NC=CC(=C1)OC2=CC=C(C=C2)NC(=O)NC3=CC(=C(C=C3)Cl)C(F)(F)F. Drug 2: CC1C(C(CC(O1)OC2CC(CC3=C2C(=C4C(=C3O)C(=O)C5=C(C4=O)C(=CC=C5)OC)O)(C(=O)CO)O)N)O.Cl. Cell line: OVCAR-5. Synergy scores: CSS=27.3, Synergy_ZIP=-4.81, Synergy_Bliss=-3.43, Synergy_Loewe=-8.46, Synergy_HSA=-1.98. (5) Drug 1: CN1CCC(CC1)COC2=C(C=C3C(=C2)N=CN=C3NC4=C(C=C(C=C4)Br)F)OC. Drug 2: CN1C(=O)N2C=NC(=C2N=N1)C(=O)N. Cell line: U251. Synergy scores: CSS=5.07, Synergy_ZIP=-3.33, Synergy_Bliss=-5.04, Synergy_Loewe=-11.7, Synergy_HSA=-3.92.